Dataset: Peptide-MHC class I binding affinity with 185,985 pairs from IEDB/IMGT. Task: Regression. Given a peptide amino acid sequence and an MHC pseudo amino acid sequence, predict their binding affinity value. This is MHC class I binding data. (1) The MHC is Mamu-B17 with pseudo-sequence Mamu-B17. The peptide sequence is QAIHNVVHAII. The binding affinity (normalized) is 0. (2) The peptide sequence is AAQFNASPV. The binding affinity (normalized) is 0.214. The MHC is HLA-A02:01 with pseudo-sequence HLA-A02:01. (3) The peptide sequence is LMTHTWHAK. The MHC is HLA-B27:03 with pseudo-sequence HLA-B27:03. The binding affinity (normalized) is 0.0847.